This data is from Experimentally validated miRNA-target interactions with 360,000+ pairs, plus equal number of negative samples. The task is: Binary Classification. Given a miRNA mature sequence and a target amino acid sequence, predict their likelihood of interaction. (1) The miRNA is hsa-miR-3127-3p with sequence UCCCCUUCUGCAGGCCUGCUGG. The protein sequence of the target gene is MEGAEPRARPERLAEAEAPATDGVRLVEVQLSGGAPWGFTLKGGREHGEPLVITKIEEGSKAAAVDKLLAGDEIVAINDVSLSGFRQEAICLVKGSHKTLKLVVKRKSDPSWRPHSWHATKYFDVHPEPAASLFLNTSGSPSWKSQHQASSSSHDLSGSWEHTSLQRTSDHFSSMGSIDSLDHSSQLYPSGHLSSAKSNSSIDHLGGHSKRDSAYGSFSTCSSTPDHTLPKADASSTENILYKVGLWEASRPGSSRQSQSTGDPQGLQDRPSCFIPRVPGNSSKSPRPEDNVEPKIATHG.... Result: 0 (no interaction). (2) Result: 1 (interaction). The protein sequence of the target gene is MAALRPLVKPKIVKKRTKKFIRHQSDRYVKIKRNWRKPRGIDNRVRRRFKGQILMPNIGYGSNKKTKHMLPSGFRKFLVHNVKELEVLLMCNKSYCAEIAHNVSSKNRKAIVERAAQLAIRVTNPNARLRSEENE. The miRNA is hsa-miR-4696 with sequence UGCAAGACGGAUACUGUCAUCU. (3) The miRNA is hsa-miR-422a with sequence ACUGGACUUAGGGUCAGAAGGC. The protein sequence of the target gene is MYIKMATLANGQADNASLSTNGLGSSPGSAGHMNGLSHSPGNPSTIPMKDHDAIKLFIGQIPRNLDEKDLKPLFEEFGKIYELTVLKDRFTGMHKGCAFLTYCERESALKAQSALHEQKTLPGMNRPIQVKPADSESRGGSSCLRQPPSQDRKLFVGMLNKQQSEDDVRRLFEAFGNIEECTILRGPDGNSKGCAFVKYSSHAEAQAAINALHGSQTMPGASSSLVVKFADTDKERTMRRMQQMAGQMGMFNPMAIPFGAYGAYAQALMQQQAALMASVAQGGYLNPMAAFAAAQMQQMA.... Result: 1 (interaction). (4) The miRNA is hsa-miR-4279 with sequence CUCUCCUCCCGGCUUC. The protein sequence of the target gene is MADSKEGVLPLTAASTAPISFGFTRTSARRRLADSGDGAGPSPEEKDFLKTVEGRELQSVKPQEAPKELVIPLIQNGHRRQPPARPPGPSTDTGALADGVVSQAVKELIAESKKSLEERENAGVDPTLAIPMIQKGCTPSGEGADSEPRAETVPEEANYEAVPVEAYGLAMLRGMGWKPGEGIGRTFNQVVKPRVNSLRPKGLGLGANLTEAQALTPTGPSRMPRPDEEQEKDKEDQPQGLVPGGAVVVLSGPHRGLYGKVEGLDPDNVRAMVRLAVGSRVVTVSEYYLRPVSQQEFDKN.... Result: 0 (no interaction). (5) The miRNA is hsa-miR-5707 with sequence ACGUUUGAAUGCUGUACAAGGC. The protein sequence of the target gene is MSGESGQPEAGPSHAGLDWPNPERNRAGVPGGVIRRAGSQGPRSWIQKVLEQIMDSPRQCVTPSEVVPVTVLAVQRYLLEDEPRDTVPKPPLYCYDVTISDGVYQEKCYLDPSLNSLVYQNILKVGIQMRISRVSCLYNEKRIGQGILCIDNVHCGETSDSISLETPFRNRAHQEKPERPLRGGKSHYLALWNNEDPYGDIWLTDKQPEEHNFSDTKIISLSHLEMTWTNRRNFPALLVRILHKSKLRYYGKPDKKMIEPYQTFLEVADSSGTVSVIMWNALCPEWYKSLRVGLVLLLQD.... Result: 0 (no interaction). (6) The miRNA is hsa-miR-548x-3p with sequence UAAAAACUGCAAUUACUUUC. The protein sequence of the target gene is MSLHFLYYCSEPTLDVKIAFCQGFDKHVDVSSIAKHYNMSKSKVDNQFYSVEVGDSTFTVLKRYQNLKPIGSGAQGIVCAAYDAVLDRNVAIKKLSRPFQNQTHAKRAYRELVLMKCVNHKNIISLLNVFTPQKTLEEFQDVYLVMELMDANLCQVIQMELDHERMSYLLYQMLCGIKHLHSAGIIHRDLKPSNIVVKSDCTLKILDFGLARTAGTSFMMTPYVVTRYYRAPEVILGMGYKENVDIWSVGCIMGEMVRHKILFPGRSYIDQWNKVIEQLGTPCPEFMKKLQPTVRNYVEN.... Result: 0 (no interaction). (7) The miRNA is mmu-miR-669c-5p with sequence AUAGUUGUGUGUGGAUGUGUGU. The protein sequence of the target gene is MHSPGAGCPALQPDTPGSQPQPMDLRVGQRPTVEPPPEPALLTLQHPQRLHRHLFLAGLHQQQRSAEPMRLSMDPPMPELQGGQQEQELRQLLNKDKSKRSAVASSVVKQKLAEVILKKQQAALERTVHPSSPSIPYRTLEPLDTEGAARSVLSSFLPPVPSLPTEPPEHFPLRKTVSEPNLKLRYKPKKSLERRKNPLLRKESAPPSLRRRPAETLGDSSPSSSSTPASGCSSPNDSEHGPNPALGSEADGDRRTHSTLGPRGPVLGNPHAPLFLHHGLEPEAGGTLPSRLQPILLLDP.... Result: 0 (no interaction). (8) The miRNA is hsa-miR-485-5p with sequence AGAGGCUGGCCGUGAUGAAUUC. The protein sequence of the target gene is MAGASVKVAVRVRPFNARETSQDAKCVVSMQGNTTSIINPKQSKDAPKSFTFDYSYWSHTSVEDPQFASQQQVYRDIGEEMLLHAFEGYNVCIFAYGQTGAGKSYTMMGRQEPGQQGIVPQLCEDLFSRVNVNQSAQLSYSVEVSYMEIYCERVRDLLNPKSRGSLRVREHPILGPYVQDLSKLAVTSYADIADLMDCGNKARTVAATNMNETSSRSHAVFTIVFTQRSHDQLTGLDSEKVSKISLVDLAGSERADSSGARGMRLKEGANINKSLTTLGKVISALADLQSKKRKSDFIPY.... Result: 0 (no interaction). (9) The miRNA is hsa-miR-1306-5p with sequence CCACCUCCCCUGCAAACGUCCA. The protein sequence of the target gene is MAEEEVAKLEKHLMLLRQEYVKLQKKLAETEKRCTLLAAQANKENSNESFISRLLAIVAGLYEQEQYSDLKIKVGDRHISAHKFVLAARSDSWSLANLSSTEEIDLSDANPEVTMTMLRWIYTDELEFREDDVFLTELMKLANRFQLQLLRERCEKGVMSLVNVRNCIRFYQTAEELNASTLMNYCAEIIASHWDDLRKEDFSSLSAQLLYKMIKSKTEYPLHKAIKVEREDVVFLYLIEMDSQLPGKLNETDHNGDLALDLALSRRLESIATTLVSHKADVDMVDKNGWSLLHKGIQRG.... Result: 0 (no interaction). (10) The protein sequence of the target gene is MHLPAILLCALWSAVVAETSDDYELMYVNLDNEIDNGLHPTEDPTPCDCRQEHSEWDKLFIMLENSQMREGMLLQATDDVLRGELQRLRAELGRLAGGMARPCAAGGPADARLVRALEPLLQESRDASLRLARLEDAEARRPEATVPGLGAVLEELRRTRADLSAVQSWVARHWLPAGCETAIFFPMRSKKIFGSVHPVRPMKLESFSTCIWVKATDVLNKTILFSYGTKWNPYEIQLYLSSQSLVLVVGGKENKLAADTVVSLGRWSHLCGTWSSEQGSMSLWANGELVATTVEMAKSH.... The miRNA is hsa-miR-6883-3p with sequence UUCCCUAUCUCACUCUCCUCAG. Result: 0 (no interaction).